This data is from Catalyst prediction with 721,799 reactions and 888 catalyst types from USPTO. The task is: Predict which catalyst facilitates the given reaction. (1) Reactant: [O:1]=[C:2]1[CH2:7][CH2:6][CH2:5][N:4]([C:8]([O:10][C:11]([CH3:14])([CH3:13])[CH3:12])=[O:9])[CH2:3]1.[Li+].C[Si]([N-][Si](C)(C)C)(C)C.[F:25][C:26]([F:45])([F:44])[S:27](N(C1C=CC=CC=1)[S:27]([C:26]([F:45])([F:44])[F:25])(=[O:29])=[O:28])(=[O:29])=[O:28]. Product: [F:25][C:26]([F:45])([F:44])[S:27]([O:1][C:2]1[CH2:7][CH2:6][CH2:5][N:4]([C:8]([O:10][C:11]([CH3:14])([CH3:13])[CH3:12])=[O:9])[CH:3]=1)(=[O:29])=[O:28].[F:25][C:26]([F:45])([F:44])[S:27]([O:1][C:2]1[CH2:3][N:4]([C:8]([O:10][C:11]([CH3:14])([CH3:13])[CH3:12])=[O:9])[CH2:5][CH2:6][CH:7]=1)(=[O:29])=[O:28]. The catalyst class is: 1. (2) Reactant: [CH3:1][C:2]1[C:3]([N:9]2[C@@H:16]3[C@@H:11]([CH2:12][CH2:13][NH:14][CH2:15]3)[CH2:10]2)=[N:4][C:5]([CH3:8])=[CH:6][N:7]=1.CC1C=C(C)N=C(N2[C@@H]3[C@@H](CCNC3)C2)N=1.[F:33][C:34]1[CH:42]=[CH:41][CH:40]=[C:39]([N:43]2[N:47]=[CH:46][CH:45]=[N:44]2)[C:35]=1[C:36](O)=[O:37].S1C=CC=C1C1C=CC=CC=1C(O)=O. Product: [CH3:1][C:2]1[C:3]([N:9]2[C@@H:16]3[C@@H:11]([CH2:12][CH2:13][N:14]([C:36]([C:35]4[C:39]([N:43]5[N:47]=[CH:46][CH:45]=[N:44]5)=[CH:40][CH:41]=[CH:42][C:34]=4[F:33])=[O:37])[CH2:15]3)[CH2:10]2)=[N:4][C:5]([CH3:8])=[CH:6][N:7]=1. The catalyst class is: 2. (3) Reactant: [F:1][C:2]1[CH:7]=[C:6]([OH:8])[CH:5]=[CH:4][C:3]=1[CH:9]([CH3:14])[C:10]([O:12][CH3:13])=[O:11].C(N(CC)CC)C.[O:22](S(C(F)(F)F)(=O)=O)[S:23]([C:26]([F:29])([F:28])[F:27])(=O)=[O:24]. Product: [F:1][C:2]1[CH:7]=[C:6]([O:8][S:23]([C:26]([F:29])([F:28])[F:27])(=[O:24])=[O:22])[CH:5]=[CH:4][C:3]=1[CH:9]([CH3:14])[C:10]([O:12][CH3:13])=[O:11]. The catalyst class is: 4. (4) The catalyst class is: 551. Reactant: N#N.[CH2:3]([O:10][C:11]1[C:20]2[C:15](=[CH:16][CH:17]=[C:18]([O:21][CH3:22])[CH:19]=2)[CH:14]=[C:13](Cl)[N:12]=1)[C:4]1[CH:9]=[CH:8][CH:7]=[CH:6][CH:5]=1.C(=O)([O-])[O-].[K+].[K+]. Product: [CH2:3]([O:10][C:11]1[C:20]2[C:15](=[CH:16][CH:17]=[C:18]([O:21][CH3:22])[CH:19]=2)[CH:14]=[C:13]([C:20]2[CH:11]=[N:12][CH:13]=[CH:14][CH:15]=2)[N:12]=1)[C:4]1[CH:9]=[CH:8][CH:7]=[CH:6][CH:5]=1. (5) Reactant: [CH3:1][N:2]([CH3:11])[S:3]([N:6]1[CH:10]=[CH:9][CH:8]=[N:7]1)(=[O:5])=[O:4].[Li]CCCC.[Cl:17]C(Cl)(Cl)C(Cl)(Cl)Cl. Product: [Cl:17][C:10]1[N:6]([S:3]([N:2]([CH3:11])[CH3:1])(=[O:4])=[O:5])[N:7]=[CH:8][CH:9]=1. The catalyst class is: 7. (6) Reactant: [CH:1]([C:4]1[CH:9]=[CH:8][C:7]([S:10]([NH:13][C:14]2[CH:15]=[N:16][C:17]([CH:20]3[CH2:23][N:22]([C:24](=O)[CH2:25][CH3:26])[CH2:21]3)=[CH:18][CH:19]=2)(=[O:12])=[O:11])=[CH:6][CH:5]=1)([CH3:3])[CH3:2].B.C1COCC1. Product: [CH:1]([C:4]1[CH:9]=[CH:8][C:7]([S:10]([NH:13][C:14]2[CH:15]=[N:16][C:17]([CH:20]3[CH2:23][N:22]([CH2:24][CH2:25][CH3:26])[CH2:21]3)=[CH:18][CH:19]=2)(=[O:11])=[O:12])=[CH:6][CH:5]=1)([CH3:3])[CH3:2]. The catalyst class is: 1. (7) Reactant: [CH2:1]([N:5]1[C:10]2=[C:11]([CH3:14])[NH:12][CH:13]=[C:9]2[C:8](=[O:15])[N:7]([CH3:16])[C:6]1=[O:17])[CH:2]([CH3:4])[CH3:3].Cl[CH2:19][C:20]1[CH:25]=[CH:24][C:23]([O:26][CH3:27])=[CH:22][CH:21]=1.C(=O)([O-])[O-].[Cs+].[Cs+]. Product: [CH2:1]([N:5]1[C:10]2=[C:11]([CH3:14])[N:12]([CH2:19][C:20]3[CH:25]=[CH:24][C:23]([O:26][CH3:27])=[CH:22][CH:21]=3)[CH:13]=[C:9]2[C:8](=[O:15])[N:7]([CH3:16])[C:6]1=[O:17])[CH:2]([CH3:4])[CH3:3]. The catalyst class is: 18. (8) Reactant: [Cl:1][C:2]1[CH:7]=[CH:6][CH:5]=[C:4]([Cl:8])[C:3]=1[NH:9][C:10](=[NH:12])[CH3:11].C(=O)(O)[O-].[Na+].Br[CH2:19][C:20](=O)[C:21]([F:24])([F:23])[F:22].C1(C)C=CC(S(O)(=O)=O)=CC=1. Product: [Cl:1][C:2]1[CH:7]=[CH:6][CH:5]=[C:4]([Cl:8])[C:3]=1[N:9]1[CH:19]=[C:20]([C:21]([F:24])([F:23])[F:22])[N:12]=[C:10]1[CH3:11]. The catalyst class is: 234. (9) Reactant: [Br:1][C:2]1[CH:3]=[N:4][CH:5]=[C:6]([CH:10]=1)[C:7](O)=[O:8].[CH3:11][O:12][NH:13][CH3:14].C1C=CC2N(O)N=NC=2C=1.CCN=C=NCCCN(C)C.CCN(CC)CC. Product: [Br:1][C:2]1[CH:3]=[N:4][CH:5]=[C:6]([CH:10]=1)[C:7]([N:13]([O:12][CH3:11])[CH3:14])=[O:8]. The catalyst class is: 18.